The task is: Predict the product of the given reaction.. This data is from Forward reaction prediction with 1.9M reactions from USPTO patents (1976-2016). (1) Given the reactants [CH3:1][O:2][C:3](=[O:22])[CH2:4][CH2:5][C:6](=[O:21])[CH2:7][NH:8][C:9]([C:11]1[CH:12]=[C:13]([CH:18]=[CH:19][CH:20]=1)[C:14]([O:16][CH3:17])=[O:15])=O.[OH-].COC(NS([N+](CC)(CC)CC)(=O)=O)=O, predict the reaction product. The product is: [CH3:1][O:2][C:3](=[O:22])[CH2:4][CH2:5][C:6]1[O:21][C:9]([C:11]2[CH:12]=[C:13]([CH:18]=[CH:19][CH:20]=2)[C:14]([O:16][CH3:17])=[O:15])=[N:8][CH:7]=1. (2) Given the reactants Br[C:2]1[CH:3]=[C:4]([N:8]2[CH:12]=[N:11][CH:10]=[N:9]2)[CH:5]=[CH:6][CH:7]=1.C([Sn](CCCC)(CCCC)[C:18]1[N:22]2[CH:23]=[CH:24][C:25]([C:27]([F:30])([F:29])[F:28])=[N:26][C:21]2=[N:20][CH:19]=1)CCC, predict the reaction product. The product is: [N:8]1([C:4]2[CH:3]=[C:2]([C:18]3[N:22]4[CH:23]=[CH:24][C:25]([C:27]([F:28])([F:29])[F:30])=[N:26][C:21]4=[N:20][CH:19]=3)[CH:7]=[CH:6][CH:5]=2)[CH:12]=[N:11][CH:10]=[N:9]1. (3) Given the reactants [CH2:1]([O:8][C:9]([NH:11][CH:12]([CH:16]([F:18])[CH3:17])[C:13]([OH:15])=O)=[O:10])[C:2]1[CH:7]=[CH:6][CH:5]=[CH:4][CH:3]=1.[CH2:19]([O:22][C:23]([N:25]1[CH2:30][CH2:29][NH:28][CH2:27][CH2:26]1)=[O:24])[CH2:20][CH3:21].C(N1CCOCC1)C.[B-](F)(F)(F)F.CCOC(C(C#N)=NOC(N(C)C)=[N+](C)C)=O, predict the reaction product. The product is: [CH2:19]([O:22][C:23]([N:25]1[CH2:30][CH2:29][N:28]([C:13](=[O:15])[CH:12]([NH:11][C:9]([O:8][CH2:1][C:2]2[CH:3]=[CH:4][CH:5]=[CH:6][CH:7]=2)=[O:10])[CH:16]([F:18])[CH3:17])[CH2:27][CH2:26]1)=[O:24])[CH2:20][CH3:21]. (4) Given the reactants [CH3:1][O:2][C:3](=[O:11])[C:4]1[CH:9]=[CH:8][CH:7]=[N:6][C:5]=1F.[F:12][C:13]1[CH:19]=[CH:18][CH:17]=[CH:16][C:14]=1[NH2:15], predict the reaction product. The product is: [F:12][C:13]1[CH:19]=[CH:18][CH:17]=[CH:16][C:14]=1[NH:15][C:5]1[N:6]=[CH:7][CH:8]=[CH:9][C:4]=1[C:3]([O:2][CH3:1])=[O:11]. (5) Given the reactants [Br:1][C:2]1[CH:7]=[CH:6][C:5]([CH2:8][C:9]([O:11][CH3:12])=[O:10])=[C:4]([C:13]#[CH:14])[CH:3]=1, predict the reaction product. The product is: [Br:1][C:2]1[CH:7]=[CH:6][C:5]([CH2:8][C:9]([O:11][CH3:12])=[O:10])=[C:4]([CH2:13][CH3:14])[CH:3]=1. (6) Given the reactants [F:1][C:2]([F:18])([S:14]([O-:17])(=[O:16])=[O:15])[C:3]([F:13])([F:12])[CH2:4][CH2:5][O:6][C:7](=[O:11])[C:8]([CH3:10])=[CH2:9].C([NH+](CC)CC)C.[Br-].[C:27]1([S+:33]([C:40]2[CH:45]=[CH:44][CH:43]=[CH:42][CH:41]=2)[C:34]2[CH:39]=[CH:38][CH:37]=[CH:36][CH:35]=2)[CH:32]=[CH:31][CH:30]=[CH:29][CH:28]=1, predict the reaction product. The product is: [F:18][C:2]([F:1])([S:14]([O-:17])(=[O:16])=[O:15])[C:3]([F:13])([F:12])[CH2:4][CH2:5][O:6][C:7](=[O:11])[C:8]([CH3:10])=[CH2:9].[C:40]1([S+:33]([C:27]2[CH:28]=[CH:29][CH:30]=[CH:31][CH:32]=2)[C:34]2[CH:39]=[CH:38][CH:37]=[CH:36][CH:35]=2)[CH:41]=[CH:42][CH:43]=[CH:44][CH:45]=1. (7) Given the reactants [CH:1]([N:4]1[C:8]([C:9]2[N:10]=[C:11]3[C:17]4[CH:18]=[C:19]([C:22]([OH:24])=O)[CH:20]=[CH:21][C:16]=4[O:15][CH2:14][CH2:13][N:12]3[CH:25]=2)=[CH:7][CH:6]=[N:5]1)([CH3:3])[CH3:2].[NH3:26], predict the reaction product. The product is: [CH:1]([N:4]1[C:8]([C:9]2[N:10]=[C:11]3[C:17]4[CH:18]=[C:19]([C:22]([NH2:26])=[O:24])[CH:20]=[CH:21][C:16]=4[O:15][CH2:14][CH2:13][N:12]3[CH:25]=2)=[CH:7][CH:6]=[N:5]1)([CH3:3])[CH3:2]. (8) The product is: [C:1]([O:5][C:6]([NH:8][C@H:9]([C:29](=[O:48])[CH2:33][CH:32]([OH:31])[C:34](=[O:46])[NH:35][C@H:36]1[C:45]2[C:40](=[CH:41][CH:42]=[CH:43][CH:44]=2)[CH2:39][CH2:38][CH2:37]1)[CH2:10][C:11]1[CH:12]=[CH:13][C:14]([O:15][CH2:16][C:17]2[CH:18]=[CH:19][C:20]([C:21]([O:23][CH3:24])=[O:22])=[CH:25][CH:26]=2)=[CH:27][CH:28]=1)=[O:7])([CH3:4])([CH3:3])[CH3:2]. Given the reactants [C:1]([O:5][C:6]([NH:8][C@H:9]([C:29]1[CH2:33][CH:32]([C:34](=[O:46])[NH:35][C@H:36]2[C:45]3[C:40](=[CH:41][CH:42]=[CH:43][CH:44]=3)[CH2:39][CH2:38][CH2:37]2)[O:31]N=1)[CH2:10][C:11]1[CH:28]=[CH:27][C:14]([O:15][CH2:16][C:17]2[CH:26]=[CH:25][C:20]([C:21]([O:23][CH3:24])=[O:22])=[CH:19][CH:18]=2)=[CH:13][CH:12]=1)=[O:7])([CH3:4])([CH3:3])[CH3:2].B(O)(O)[OH:48], predict the reaction product.